From a dataset of HIV replication inhibition screening data with 41,000+ compounds from the AIDS Antiviral Screen. Binary Classification. Given a drug SMILES string, predict its activity (active/inactive) in a high-throughput screening assay against a specified biological target. (1) The drug is CC(N[N+](=O)[O-])C(N)=O. The result is 0 (inactive). (2) The drug is CN1C(=O)C(c2c[nH]c3ccccc23)C(c2c[nH]c3ccccc23)C1=O. The result is 0 (inactive).